From a dataset of Full USPTO retrosynthesis dataset with 1.9M reactions from patents (1976-2016). Predict the reactants needed to synthesize the given product. (1) Given the product [Br:1][C:2]1[CH:3]=[C:4]([CH2:8][CH2:9][CH2:10][O:11][CH:24]2[CH2:25][CH2:26][CH2:27][CH2:28][O:23]2)[CH:5]=[CH:6][CH:7]=1, predict the reactants needed to synthesize it. The reactants are: [Br:1][C:2]1[CH:3]=[C:4]([CH2:8][CH2:9][CH2:10][OH:11])[CH:5]=[CH:6][CH:7]=1.C1(C)C=CC(S(O)(=O)=O)=CC=1.[O:23]1[CH:28]=[CH:27][CH2:26][CH2:25][CH2:24]1. (2) Given the product [ClH:41].[NH2:1][C:2]1[C:7]([C:8]#[N:9])=[C:6]([C:10]2[CH:11]=[CH:12][C:13]([O:16][CH2:17][CH2:18][NH2:19])=[CH:14][CH:15]=2)[C:5]([C:22]#[N:23])=[C:4]([S:24][CH2:25][C:26]2[N:27]=[C:28]([NH:31][C:32]3[CH:33]=[CH:34][C:35]([F:38])=[CH:36][CH:37]=3)[S:29][CH:30]=2)[N:3]=1, predict the reactants needed to synthesize it. The reactants are: [NH2:1][C:2]1[C:7]([C:8]#[N:9])=[C:6]([C:10]2[CH:15]=[CH:14][C:13]([O:16][CH2:17][CH2:18][N:19]=[N+]=[N-])=[CH:12][CH:11]=2)[C:5]([C:22]#[N:23])=[C:4]([S:24][CH2:25][C:26]2[N:27]=[C:28]([NH:31][C:32]3[CH:37]=[CH:36][C:35]([F:38])=[CH:34][CH:33]=3)[S:29][CH:30]=2)[N:3]=1.[H][H].[ClH:41]. (3) The reactants are: [C:1](P(C(C)(C)C)C1C=CC=CC=1C1C=CC=CC=1)([CH3:4])(C)[CH3:2].[O-:22]P([O-])([O-])=O.[K+].[K+].[K+].Cl[C:31]1[CH:36]=[CH:35][C:34]([F:37])=[CH:33][CH:32]=1.[O:38]1[CH2:43][CH2:42]OCC1. Given the product [F:37][C:34]1[CH:35]=[CH:36][C:31]([CH:42]2[C:43](=[O:38])[CH2:4][CH2:1][C:2]2=[O:22])=[CH:32][CH:33]=1, predict the reactants needed to synthesize it. (4) Given the product [CH3:15][Si:16]([CH3:23])([CH3:22])[N-:17][Si:18]([CH3:21])([CH3:20])[CH3:19].[C:1]([N:5]1[CH2:9][CH2:8][N:7]([CH:10]([CH3:11])[CH3:12])[C:6]1=[Cu-:13])([CH3:4])([CH3:3])[CH3:2], predict the reactants needed to synthesize it. The reactants are: [C:1]([N:5]1[CH2:9][CH2:8][N:7]([CH:10]([CH3:12])[CH3:11])[C:6]1=[Cu-2:13]Cl)([CH3:4])([CH3:3])[CH3:2].[CH3:15][Si:16]([CH3:23])([CH3:22])[N-:17][Si:18]([CH3:21])([CH3:20])[CH3:19].C(N1CCN(CC)C1=[Cu-])(C)(C)C. (5) Given the product [F:1][C:2]1[CH:21]=[CH:20][C:5]2[C:6]([C:9]3[CH:10]=[CH:11][C:12]([O:15][CH2:16][C@@H:17]([OH:18])[CH2:19][N:24]4[CH2:23][CH2:22][C:27]5[C:28]6[C:33](=[CH:32][CH:31]=[CH:30][CH:29]=6)[NH:34][C:26]=5[CH2:25]4)=[CH:13][CH:14]=3)=[N:7][O:8][C:4]=2[CH:3]=1, predict the reactants needed to synthesize it. The reactants are: [F:1][C:2]1[CH:21]=[CH:20][C:5]2[C:6]([C:9]3[CH:14]=[CH:13][C:12]([O:15][CH2:16][C@@H:17]4[CH2:19][O:18]4)=[CH:11][CH:10]=3)=[N:7][O:8][C:4]=2[CH:3]=1.[CH2:22]1[C:27]2[C:28]3[C:33]([NH:34][C:26]=2[CH2:25][NH:24][CH2:23]1)=[CH:32][CH:31]=[CH:30][CH:29]=3. (6) Given the product [CH2:1]([O:8][C:9]1[C:13]([CH2:14][CH2:15][C:16]([O:18][CH2:19][CH3:20])=[O:17])=[CH:12][NH:11][N:10]=1)[C:2]1[CH:3]=[CH:4][CH:5]=[CH:6][CH:7]=1, predict the reactants needed to synthesize it. The reactants are: [CH2:1]([O:8][C:9]1[C:13]([CH2:14][CH2:15][C:16]([O:18][CH2:19][CH3:20])=[O:17])=[CH:12][N:11](C(OC(C)(C)C)=O)[N:10]=1)[C:2]1[CH:7]=[CH:6][CH:5]=[CH:4][CH:3]=1.Cl.C(=O)([O-])O.[Na+]. (7) Given the product [CH2:10]([O:9][CH:7]([N:5]1[C:4]2[S:12][C:13]([C:15]([O:17][CH2:18][CH3:19])=[O:16])=[CH:14][C:3]=2[C:2]([NH:33][C:31](=[O:32])[C:30]2[CH:29]=[CH:28][C:27]([N:24]3[CH2:23][CH2:22][N:21]([CH3:20])[CH2:26][CH2:25]3)=[CH:35][CH:34]=2)=[N:6]1)[CH3:8])[CH3:11], predict the reactants needed to synthesize it. The reactants are: Br[C:2]1[C:3]2[CH:14]=[C:13]([C:15]([O:17][CH2:18][CH3:19])=[O:16])[S:12][C:4]=2[N:5]([CH:7]([O:9][CH2:10][CH3:11])[CH3:8])[N:6]=1.[CH3:20][N:21]1[CH2:26][CH2:25][N:24]([C:27]2[CH:35]=[CH:34][C:30]([C:31]([NH2:33])=[O:32])=[CH:29][CH:28]=2)[CH2:23][CH2:22]1.P([O-])([O-])([O-])=O.[K+].[K+].[K+].CNCCNC.